From a dataset of Full USPTO retrosynthesis dataset with 1.9M reactions from patents (1976-2016). Predict the reactants needed to synthesize the given product. (1) Given the product [CH3:14][C:15]([CH3:34])([CH2:26][N:27]1[CH2:28][CH2:29][N:30]([CH3:33])[CH2:31][CH2:32]1)[C:16]([OH:18])=[O:17], predict the reactants needed to synthesize it. The reactants are: CC(C)(CN1CCCCC1)C(O)=O.[CH3:14][C:15]([CH3:34])([CH2:26][N:27]1[CH2:32][CH2:31][N:30]([CH3:33])[CH2:29][CH2:28]1)[C:16]([O:18]CC1C=CC=CC=1)=[O:17]. (2) The reactants are: [Cl-].[CH:2]1([CH2:7][NH2+:8][CH2:9][CH2:10]Cl)[CH2:6][CH2:5][CH2:4][CH2:3]1.[Cl:12][C:13]1[C:18]([Cl:19])=[CH:17][CH:16]=[CH:15][C:14]=1[N:20]=[C:21]=[S:22]. Given the product [Cl:12][C:13]1[C:18]([Cl:19])=[CH:17][CH:16]=[CH:15][C:14]=1[N:20]=[C:21]1[N:8]([CH2:7][CH:2]2[CH2:3][CH2:4][CH2:5][CH2:6]2)[CH2:9][CH2:10][S:22]1, predict the reactants needed to synthesize it. (3) Given the product [Br:12][CH2:11][C:8]1[CH:9]=[CH:10][C:2]([Cl:1])=[C:3]([CH:7]=1)[C:4]([OH:6])=[O:5], predict the reactants needed to synthesize it. The reactants are: [Cl:1][C:2]1[CH:10]=[CH:9][C:8]([CH3:11])=[CH:7][C:3]=1[C:4]([OH:6])=[O:5].[Br:12]N1C(=O)CCC1=O.